Dataset: Full USPTO retrosynthesis dataset with 1.9M reactions from patents (1976-2016). Task: Predict the reactants needed to synthesize the given product. (1) Given the product [ClH:1].[Cl:1][C:2]1[CH:7]=[CH:6][CH:5]=[CH:4][C:3]=1[C:8]1[N:9]([CH2:26][C:27]2[N:32]=[C:31]([NH2:33])[CH:30]=[CH:29][CH:28]=2)[C:10]([C:13]2[CH:14]=[CH:15][C:16]([O:19][C:20]3[N:25]=[CH:24][CH:23]=[CH:22][N:21]=3)=[CH:17][CH:18]=2)=[CH:11][CH:12]=1, predict the reactants needed to synthesize it. The reactants are: [Cl:1][C:2]1[CH:7]=[CH:6][CH:5]=[CH:4][C:3]=1[C:8]1[N:9]([CH2:26][C:27]2[N:32]=[C:31]([NH2:33])[CH:30]=[CH:29][CH:28]=2)[C:10]([C:13]2[CH:18]=[CH:17][C:16]([O:19][C:20]3[N:25]=[CH:24][CH:23]=[CH:22][N:21]=3)=[CH:15][CH:14]=2)=[CH:11][CH:12]=1.Cl. (2) Given the product [Cl:12][C:13]1[C:14]([F:37])=[C:15]([S:19]([N:22]2[CH2:27][CH2:26][CH2:25][C@H:24]([NH:28][C:29]([N:31]3[CH2:32][CH2:33][S:34](=[O:9])[CH2:35][CH2:36]3)=[O:30])[CH2:23]2)(=[O:20])=[O:21])[CH:16]=[CH:17][CH:18]=1, predict the reactants needed to synthesize it. The reactants are: ClC1C=CC=C(C(OO)=[O:9])C=1.[Cl:12][C:13]1[C:14]([F:37])=[C:15]([S:19]([N:22]2[CH2:27][CH2:26][CH2:25][C@H:24]([NH:28][C:29]([N:31]3[CH2:36][CH2:35][S:34][CH2:33][CH2:32]3)=[O:30])[CH2:23]2)(=[O:21])=[O:20])[CH:16]=[CH:17][CH:18]=1.C(Cl)Cl. (3) Given the product [Cl:1][C:2]1[C:7]([Cl:8])=[CH:6][CH:5]=[CH:4][C:3]=1[S:9]([NH:13][CH2:14][CH2:15][N:16]1[CH2:20][CH2:19][NH:18][C:17]1=[O:21])(=[O:11])=[O:10], predict the reactants needed to synthesize it. The reactants are: [Cl:1][C:2]1[C:7]([Cl:8])=[CH:6][CH:5]=[CH:4][C:3]=1[S:9](Cl)(=[O:11])=[O:10].[NH2:13][CH2:14][CH2:15][N:16]1[CH2:20][CH2:19][NH:18][C:17]1=[O:21].C(N(CC)CC)C. (4) Given the product [CH3:1][O:2][C:3](=[O:23])[C:4]([O:7][C:8]1[CH:13]=[CH:12][C:11]([OH:14])=[CH:10][C:9]=1[CH3:22])([CH3:6])[CH3:5], predict the reactants needed to synthesize it. The reactants are: [CH3:1][O:2][C:3](=[O:23])[C:4]([O:7][C:8]1[CH:13]=[CH:12][C:11]([O:14]CC2C=CC=CC=2)=[CH:10][C:9]=1[CH3:22])([CH3:6])[CH3:5].C(OCC)(=O)C. (5) Given the product [OH:24][C:17]([C:18]1[CH:19]=[CH:20][CH:21]=[CH:22][CH:23]=1)([C:2]1[CH:7]=[CH:6][C:5]([C:8]([F:11])([F:10])[F:9])=[CH:4][CH:3]=1)[CH:25]1[CH2:30][CH2:29][N:28]([C:31]([O:33][C:34]([CH3:36])([CH3:37])[CH3:35])=[O:32])[CH2:27][CH2:26]1, predict the reactants needed to synthesize it. The reactants are: I[C:2]1[CH:7]=[CH:6][C:5]([C:8]([F:11])([F:10])[F:9])=[CH:4][CH:3]=1.[Li]CCCC.[C:17]([CH:25]1[CH2:30][CH2:29][N:28]([C:31]([O:33][C:34]([CH3:37])([CH3:36])[CH3:35])=[O:32])[CH2:27][CH2:26]1)(=[O:24])[C:18]1[CH:23]=[CH:22][CH:21]=[CH:20][CH:19]=1.